Dataset: Experimentally validated miRNA-target interactions with 360,000+ pairs, plus equal number of negative samples. Task: Binary Classification. Given a miRNA mature sequence and a target amino acid sequence, predict their likelihood of interaction. (1) The miRNA is hsa-miR-125b-5p with sequence UCCCUGAGACCCUAACUUGUGA. The protein sequence of the target gene is MTLNTEQEAKTPLHRRASTPLPLSPRGHQPGRLSTVPSTQSQHPRLGQSASLNPPTQKPSPAPDDWSSESSDSEGSWEALYRVVLLGDPGVGKTSLASLFAGKQERDLHEQLGEDVYERTLTVDGEDTTLVVVDTWEAEKLDKSWSQESCLQGGSAYVIVYSIADRGSFESASELRIQLRRTHQADHVPIILVGNKADLARCREVSVEEGRACAVVFDCKFIETSATLQHNVAELFEGVVRQLRLRRRDSAAKEPPAPRRPASLAQRARRFLARLTARSARRRALKARSKSCHNLAVL. Result: 0 (no interaction). (2) The miRNA is hsa-miR-4764-5p with sequence UGGAUGUGGAAGGAGUUAUCU. The protein sequence of the target gene is MGTPAGAGTRPTGAGTVEGVGIPPGLQTDYETLLSRFQEMDSVRFEDFTELWRSMKFATIFCGKMRNLKKNMFTKEALALAWRYFLPPHTFQIRVGALYLLYGLYNTQLCQPKQKIRVALKDWDEVIRFQQDLMNAQHFDAAFVFRKLRLDRAFHFTAMPKLLSCRMKKKVQQTEVTQKFKDPNDRVMKLITSDVLEEMLNVHDHYQNMKHAISADKSMPDRALSLVKEDFFENIKNIVLEHQEWHKERKNPSLKPKLKDGEENGEGSSEEPERCERAVSLAKIKAKAFSAVVPVSKSRR.... Result: 0 (no interaction). (3) The miRNA is hsa-miR-5189-5p with sequence UCUGGGCACAGGCGGAUGGACAGG. The protein sequence of the target gene is MDQSRVLLWVKAEPFIVGALQVPPPSKFSLHYLRKISTYVQIRATEGAYPRLYWSTWRHIACGKLQLAKDLAWLYFEIFDSLSMKTPEERLEWSEVLSNCMSEEEVEKQRNQLSVDTLQFLLFLYIQQLNKVSLRTSLIGEEWPSPRNKSQSPDLTEKSNCHNKNWNDYSHQAFVYDHLSDLLELLLDPKQLTASFHSTHSSLVSREAVVALSFLIEGTISRARKIYPLHELALWQPLHADSGFSKISKTFSFYKLETWLRSCLTGNPFGTSACLKSGKKLAWAHQVEGTTKRAKIACNT.... Result: 1 (interaction). (4) The miRNA is hsa-miR-302d-5p with sequence ACUUUAACAUGGAGGCACUUGC. The protein sequence of the target gene is METVVIVAIGVLATIFLASFAALVLVCRQRYCRPRDLLQRYDSKPIVDLIGAMETQSEPSELELDDVVITNPHIEAILENEDWIEDASGLMSHCIAILKICHTLTEKLVAMTMGSGAKMKTSASVSDIIVVAKRISPRVDDVVKSMYPPLDPKLLDARTTALLLSVSHLVLVTRNACHLTGGLDWIDQSLSAAEEHLEVLREAALASEPDKGLPGPEGFLQEQSAI. Result: 0 (no interaction). (5) The miRNA is hsa-miR-4265 with sequence CUGUGGGCUCAGCUCUGGG. The protein sequence of the target gene is MNSGPGPVGGRPGGRGGPAVQQNIPSNLLQDHENQRLFELLGRKCWTLATTVVQLYLALPPGAEHWTMEHCGAVCFVKDNPQKSYFIRLYGLQAGRLLWEQELYSQLVYLTPTPFFHTFAGDDCQVGLNFADESEAQAFRALVQEKIQKRNQRQSGERRQLPPPPAPINEERRGGLPPVPPHPGGDHGGPSGGPLSLGLVTVDIQNPDITSSRYRGLPAPGPGPTDKKRSGKKKISKADIGAPSGFKHVSHVGWDPQNGFDVNNLDPDLRSLFSRAGISEAQLTDAETSKLIYDFIEDQG.... Result: 0 (no interaction). (6) The miRNA is hsa-miR-214-3p with sequence ACAGCAGGCACAGACAGGCAGU. The protein sequence of the target gene is MSMEDPFFVVKGEVQKAVNTAQGLFQRWTELLQDPSTATREEIDWTTNELRNNLRSIEWDLEDLDETISIVEANPRKFNLDATELSIRKAFITSTRQVVRDMKDQMSTSSVQALAERKNRQALLGDSGSQNWSTGTTDKYGRLDRELQRANSHFIEEQQAQQQLIVEQQDEQLELVSGSIGVLKNMSQRIGGELEEQAVMLEDFSHELESTQSRLDNVMKKLAKVSHMTSDRRQWCAIAILFAVLLVVLILFLVL. Result: 1 (interaction). (7) The miRNA is hsa-miR-1273h-3p with sequence CUGCAGACUCGACCUCCCAGGC. The protein sequence of the target gene is MVLVHVGYLVLPVFGSVRNRGAPFQRSQHPHATSCRHFHLGPPQPQQLAPDFPLAHPVQSQPGLSAHMAPAHQHSGALHQSLTPLPTLQFQDVTGPSFLPQALHQQYLLQQQLLEAQHRRLVSHPRRSQERVSVHPHRLHPSFDFGQLQTPQPRYLAEGTDWDLSVDAGLSPAQFQVRPIPQHYQHYLATPRMHHFPRNSSSTQMVVHEIRNYPYPQLHFLALQGLNPSRHTSAVRESYEELLQLEDRLGNVTRGAVQNTIERFTFPHKYKKRRPQDGKGKKDEGEESDTDEKCTICLSM.... Result: 1 (interaction).